From a dataset of Forward reaction prediction with 1.9M reactions from USPTO patents (1976-2016). Predict the product of the given reaction. The product is: [F:1][C:2]1[CH:3]=[C:4]([CH2:5][OH:6])[CH:9]=[C:10]([I:12])[CH:11]=1. Given the reactants [F:1][C:2]1[CH:3]=[C:4]([CH:9]=[C:10]([I:12])[CH:11]=1)[C:5](OC)=[O:6].CC(C[AlH]CC(C)C)C, predict the reaction product.